Dataset: Forward reaction prediction with 1.9M reactions from USPTO patents (1976-2016). Task: Predict the product of the given reaction. (1) Given the reactants FC(F)(F)C(O)=O.[F:8][C:9]1[CH:10]=[CH:11][C:12]2[N:13]([C:15]([C:18]3[N:23]=[C:22]([NH:24][C@@H:25]4[CH2:30][CH2:29][CH2:28][N:27](C(OC(C)(C)C)=O)[CH2:26]4)[CH:21]=[C:20]([N:38]4[CH:42]=[N:41][CH:40]=[N:39]4)[N:19]=3)=[CH:16][N:17]=2)[CH:14]=1, predict the reaction product. The product is: [F:8][C:9]1[CH:10]=[CH:11][C:12]2[N:13]([C:15]([C:18]3[N:23]=[C:22]([NH:24][C@@H:25]4[CH2:30][CH2:29][CH2:28][NH:27][CH2:26]4)[CH:21]=[C:20]([N:38]4[CH:42]=[N:41][CH:40]=[N:39]4)[N:19]=3)=[CH:16][N:17]=2)[CH:14]=1. (2) Given the reactants [C:1](N1C=CC=CC1=O)(N1C=CC=CC1=O)=[S:2].[NH2:17][C:18]1[C:19]([Cl:36])=[C:20]([CH:32]=[CH:33][C:34]=1[Cl:35])[CH2:21][NH:22][C:23](=[O:31])[C:24]([CH3:30])([C:26]([F:29])([F:28])[F:27])[CH3:25], predict the reaction product. The product is: [Cl:36][C:19]1[C:18]([N:17]=[C:1]=[S:2])=[C:34]([Cl:35])[CH:33]=[CH:32][C:20]=1[CH2:21][NH:22][C:23](=[O:31])[C:24]([CH3:30])([C:26]([F:27])([F:28])[F:29])[CH3:25].